From a dataset of Catalyst prediction with 721,799 reactions and 888 catalyst types from USPTO. Predict which catalyst facilitates the given reaction. (1) Reactant: [CH3:1][O:2][C:3]([C:5]1[S:9][C:8]2[CH2:10][CH2:11][CH2:12][CH2:13][C:7]=2[C:6]=1I)=[O:4].[CH2:15]([OH:18])[C:16]#[CH:17].C(N(CC)CC)C. Product: [CH3:1][O:2][C:3]([C:5]1[S:9][C:8]2[CH2:10][CH2:11][CH2:12][CH2:13][C:7]=2[C:6]=1[C:17]#[C:16][CH2:15][OH:18])=[O:4]. The catalyst class is: 767. (2) Reactant: [C:1]1(C)C=CC=CC=1.N1CCCCC1.[C:14]1([C:20]2[CH:21]=[C:22]([C:28]3[CH:29]=[C:30]4[C:35](=[CH:36][CH:37]=3)[CH:34]=[C:33](C=O)[CH:32]=[CH:31]4)[CH:23]=[CH:24][C:25]=2[O:26][CH3:27])[CH:19]=[CH:18][CH:17]=[CH:16][CH:15]=1.[S:40]1[CH2:44][C:43](=[O:45])[NH:42][C:41]1=[O:46]. Product: [C:14]1([C:20]2[CH:21]=[C:22]([C:28]3[CH:29]=[C:30]4[C:35](=[CH:36][CH:37]=3)[CH:34]=[C:33]([N:42]3[C:43](=[O:45])[C:44](=[CH2:1])[S:40][C:41]3=[O:46])[CH:32]=[CH:31]4)[CH:23]=[CH:24][C:25]=2[O:26][CH3:27])[CH:15]=[CH:16][CH:17]=[CH:18][CH:19]=1. The catalyst class is: 15. (3) Reactant: CCOC(/N=N/C(OCC)=O)=O.C1C=CC(P(C2C=CC=CC=2)C2C=CC=CC=2)=CC=1.[Br:32][CH2:33][CH2:34][OH:35].[Cl:36][C:37]1[C:42]([O:43][CH3:44])=[CH:41][C:40](O)=[C:39]([N+:46]([O-:48])=[O:47])[CH:38]=1. Product: [Br:32][CH2:33][CH2:34][O:35][C:40]1[CH:41]=[C:42]([O:43][CH3:44])[C:37]([Cl:36])=[CH:38][C:39]=1[N+:46]([O-:48])=[O:47]. The catalyst class is: 1.